From a dataset of Forward reaction prediction with 1.9M reactions from USPTO patents (1976-2016). Predict the product of the given reaction. (1) Given the reactants [NH2:1][C:2]1[CH:11]=[CH:10][CH:9]=[C:8]2[C:3]=1[CH:4]=[CH:5][N:6]([C@H:13]([CH3:17])[C:14]([NH2:16])=[O:15])[C:7]2=[O:12].CN(C)C=O.[Cl:23][C:24]1[CH:29]=[CH:28][C:27]([CH:30]([CH3:34])[C:31](O)=[O:32])=[CH:26][C:25]=1[C:35]([F:38])([F:37])[F:36].F[P-](F)(F)(F)(F)F.C[N+](C)=C(N(C)C)ON1C2N=CC=CC=2N=N1.C(N(CC)C(C)C)(C)C, predict the reaction product. The product is: [NH2:16][C:14](=[O:15])[C@H:13]([N:6]1[CH:5]=[CH:4][C:3]2[C:8](=[CH:9][CH:10]=[CH:11][C:2]=2[NH:1][C:31](=[O:32])[CH:30]([C:27]2[CH:28]=[CH:29][C:24]([Cl:23])=[C:25]([C:35]([F:36])([F:37])[F:38])[CH:26]=2)[CH3:34])[C:7]1=[O:12])[CH3:17]. (2) Given the reactants [Br:1][C:2]1[CH:7]=[C:6]([O:8][C:9]2[CH:10]=[C:11]([CH:15]=[CH:16][CH:17]=2)[C:12]([OH:14])=O)[CH:5]=[CH:4][N:3]=1.CN(C(ON1N=NC2C=CC=NC1=2)=[N+](C)C)C.F[P-](F)(F)(F)(F)F.[NH2:42][C:43]1[CH:48]=[CH:47][CH:46]=[C:45]([CH3:49])[CH:44]=1.C(N(CC)C(C)C)(C)C, predict the reaction product. The product is: [Br:1][C:2]1[CH:7]=[C:6]([O:8][C:9]2[CH:10]=[C:11]([CH:15]=[CH:16][CH:17]=2)[C:12]([NH:42][C:43]2[CH:44]=[C:45]([CH3:49])[CH:46]=[CH:47][CH:48]=2)=[O:14])[CH:5]=[CH:4][N:3]=1.